This data is from Forward reaction prediction with 1.9M reactions from USPTO patents (1976-2016). The task is: Predict the product of the given reaction. (1) Given the reactants [Br:1][C:2]1[CH:3]=[CH:4][C:5](F)=[C:6]([CH:9]=1)[CH:7]=[O:8].Cl.[CH2:12]([NH:14][CH2:15][CH:16]([CH3:18])[CH3:17])[CH3:13].C(=O)([O-])[O-].[Na+].[Na+], predict the reaction product. The product is: [Br:1][C:2]1[CH:3]=[CH:4][C:5]([N:14]([CH2:12][CH3:13])[CH2:15][CH:16]([CH3:18])[CH3:17])=[C:6]([CH:9]=1)[CH:7]=[O:8]. (2) Given the reactants CS(O[CH2:6][CH2:7][C:8]1[O:9][C:10]2[CH:16]=[CH:15][C:14]([C:17]3[CH:22]=[CH:21][C:20]([C:23]([N:25]4[CH2:30][CH2:29][O:28][CH2:27][CH2:26]4)=[O:24])=[CH:19][CH:18]=3)=[CH:13][C:11]=2[CH:12]=1)(=O)=O.[CH:31]([NH:34][CH2:35][CH3:36])([CH3:33])[CH3:32], predict the reaction product. The product is: [CH2:35]([N:34]([CH:31]([CH3:33])[CH3:32])[CH2:6][CH2:7][C:8]1[O:9][C:10]2[CH:16]=[CH:15][C:14]([C:17]3[CH:18]=[CH:19][C:20]([C:23]([N:25]4[CH2:30][CH2:29][O:28][CH2:27][CH2:26]4)=[O:24])=[CH:21][CH:22]=3)=[CH:13][C:11]=2[CH:12]=1)[CH3:36]. (3) Given the reactants [NH2:1][C:2]1[CH:36]=[CH:35][C:5]([O:6][C:7]2[CH:12]=[CH:11][N:10]=[C:9]3[CH:13]=[C:14]([C:16]4[N:17]([CH3:34])[C:18]([CH2:21][N:22]([CH2:30][CH2:31][O:32][CH3:33])[C:23](=[O:29])[O:24][C:25]([CH3:28])([CH3:27])[CH3:26])=[CH:19][N:20]=4)[S:15][C:8]=23)=[C:4]([F:37])[CH:3]=1.[C:38]1([CH2:44][C:45]([N:47]=[C:48]=[S:49])=[O:46])[CH:43]=[CH:42][CH:41]=[CH:40][CH:39]=1, predict the reaction product. The product is: [F:37][C:4]1[CH:3]=[C:2]([NH:1][C:48]([NH:47][C:45](=[O:46])[CH2:44][C:38]2[CH:39]=[CH:40][CH:41]=[CH:42][CH:43]=2)=[S:49])[CH:36]=[CH:35][C:5]=1[O:6][C:7]1[CH:12]=[CH:11][N:10]=[C:9]2[CH:13]=[C:14]([C:16]3[N:17]([CH3:34])[C:18]([CH2:21][N:22]([CH2:30][CH2:31][O:32][CH3:33])[C:23](=[O:29])[O:24][C:25]([CH3:28])([CH3:27])[CH3:26])=[CH:19][N:20]=3)[S:15][C:8]=12. (4) Given the reactants [CH3:1][C@@:2]1([OH:21])[C@H:6]([OH:7])[C@@H:5]([CH2:8][OH:9])[O:4][C@H:3]1[N:10]1[C:14]2[N:15]=[CH:16][N:17]=[C:18]([NH:19][OH:20])[C:13]=2[CH:12]=[CH:11]1.[Cl:22]N1C(=O)CCC1=O, predict the reaction product. The product is: [CH3:1][C@@:2]1([OH:21])[C@H:6]([OH:7])[C@@H:5]([CH2:8][OH:9])[O:4][C@H:3]1[N:10]1[C:14]2[N:15]=[CH:16][N:17]=[C:18]([NH:19][OH:20])[C:13]=2[C:12]([Cl:22])=[CH:11]1. (5) Given the reactants [NH2:1][CH:2]1[C:10]2[C:5](=[CH:6][CH:7]=[CH:8][CH:9]=2)[CH2:4][CH2:3]1.[CH2:11]([C:18]1([N:25]([CH3:27])[CH3:26])[CH2:23][CH2:22][C:21](=O)[CH2:20][CH2:19]1)[C:12]1[CH:17]=[CH:16][CH:15]=[CH:14][CH:13]=1.S([O-])([O-])(=O)=O.[Na+].[Na+].C(O[BH-](OC(=O)C)OC(=O)C)(=O)C.[Na+], predict the reaction product. The product is: [CH2:11]([C:18]1([N:25]([CH3:26])[CH3:27])[CH2:23][CH2:22][CH:21]([NH:1][CH:2]2[C:10]3[C:5](=[CH:6][CH:7]=[CH:8][CH:9]=3)[CH2:4][CH2:3]2)[CH2:20][CH2:19]1)[C:12]1[CH:17]=[CH:16][CH:15]=[CH:14][CH:13]=1.